Regression. Given a peptide amino acid sequence and an MHC pseudo amino acid sequence, predict their binding affinity value. This is MHC class I binding data. From a dataset of Peptide-MHC class I binding affinity with 185,985 pairs from IEDB/IMGT. (1) The peptide sequence is FPHCLAFSYM. The MHC is HLA-B54:01 with pseudo-sequence HLA-B54:01. The binding affinity (normalized) is 0.505. (2) The peptide sequence is ELLEMKYAL. The MHC is HLA-A02:06 with pseudo-sequence HLA-A02:06. The binding affinity (normalized) is 0.196. (3) The peptide sequence is YSDNEMLTH. The MHC is HLA-A02:16 with pseudo-sequence HLA-A02:16. The binding affinity (normalized) is 0.0847. (4) The peptide sequence is IFLLVLLDY. The MHC is HLA-A68:01 with pseudo-sequence HLA-A68:01. The binding affinity (normalized) is 0.263. (5) The MHC is HLA-A24:03 with pseudo-sequence HLA-A24:03. The binding affinity (normalized) is 0.213. The peptide sequence is LERPLAVQL. (6) The peptide sequence is VPWSKILAY. The MHC is HLA-B15:01 with pseudo-sequence HLA-B15:01. The binding affinity (normalized) is 0.365.